From a dataset of Forward reaction prediction with 1.9M reactions from USPTO patents (1976-2016). Predict the product of the given reaction. The product is: [Br:16][C:13]1[CH:14]=[C:15]2[C:2]([NH:1][C:31]([NH:30][C:28](=[O:29])[C:27]3[CH:26]=[CH:25][C:24]([N+:21]([O-:23])=[O:22])=[CH:34][CH:33]=3)=[S:32])([CH2:18][CH2:19][OH:20])[C:3]3[C:8](=[CH:7][CH:6]=[C:5]([I:17])[CH:4]=3)[O:9][C:10]2=[N:11][CH:12]=1. Given the reactants [NH2:1][C:2]1([CH2:18][CH2:19][OH:20])[C:15]2[C:10](=[N:11][CH:12]=[C:13]([Br:16])[CH:14]=2)[O:9][C:8]2[C:3]1=[CH:4][C:5]([I:17])=[CH:6][CH:7]=2.[N+:21]([C:24]1[CH:34]=[CH:33][C:27]([C:28]([N:30]=[C:31]=[S:32])=[O:29])=[CH:26][CH:25]=1)([O-:23])=[O:22], predict the reaction product.